This data is from Reaction yield outcomes from USPTO patents with 853,638 reactions. The task is: Predict the reaction yield, written as a fraction of the theoretical maximum amount of product (1.0 means a 100% yield; for example, 0.34 means a 34% yield). (1) The reactants are [Br:1][C:2]1[CH:3]=[C:4]2[C:9](=[CH:10][C:11]=1[O:12][CH3:13])[N:8]=[N:7][C:6]([C:14]([NH2:16])=O)=[C:5]2[Cl:17].O=P(Cl)(Cl)Cl.C(N(CC)CC)C.C([O-])(O)=O.[Na+]. The catalyst is C(Cl)Cl. The product is [Br:1][C:2]1[CH:3]=[C:4]2[C:9](=[CH:10][C:11]=1[O:12][CH3:13])[N:8]=[N:7][C:6]([C:14]#[N:16])=[C:5]2[Cl:17]. The yield is 0.870. (2) The reactants are Br[C:2]1[CH:3]=[C:4]([NH:9][S:10]([N:13]2[CH2:18][CH2:17][O:16][CH2:15][CH2:14]2)(=[O:12])=[O:11])[C:5]([Cl:8])=[N:6][CH:7]=1.CC1(C)C2C(=C(P(C3C=CC=CC=3)C3C=CC=CC=3)C=CC=2)OC2C(P(C3C=CC=CC=3)C3C=CC=CC=3)=CC=CC1=2.CC([O-])(C)C.[Na+].[C:67]1([C:73]([C:75]2[CH:80]=[CH:79][CH:78]=[CH:77][CH:76]=2)=[NH:74])[CH:72]=[CH:71][CH:70]=[CH:69][CH:68]=1. The catalyst is CN(C=O)C.C1C=CC(/C=C/C(/C=C/C2C=CC=CC=2)=O)=CC=1.C1C=CC(/C=C/C(/C=C/C2C=CC=CC=2)=O)=CC=1.C1C=CC(/C=C/C(/C=C/C2C=CC=CC=2)=O)=CC=1.[Pd].[Pd]. The product is [Cl:8][C:5]1[C:4]([NH:9][S:10]([N:13]2[CH2:18][CH2:17][O:16][CH2:15][CH2:14]2)(=[O:12])=[O:11])=[CH:3][C:2]([N:74]=[C:73]([C:67]2[CH:72]=[CH:71][CH:70]=[CH:69][CH:68]=2)[C:75]2[CH:80]=[CH:79][CH:78]=[CH:77][CH:76]=2)=[CH:7][N:6]=1. The yield is 0.720. (3) The reactants are [CH3:1][C:2]1[C:3]([NH:15][CH:16]2[CH2:30][CH:19]3[CH2:20][N:21](C(OC(C)(C)C)=O)[CH2:22][CH:18]3[CH2:17]2)=[N:4][C:5]([NH:8][C:9]2[CH:10]=[N:11][N:12]([CH3:14])[CH:13]=2)=[N:6][CH:7]=1.Cl.CCOC(C)=O. The catalyst is C(Cl)Cl. The product is [CH3:1][C:2]1[C:3]([NH:15][CH:16]2[CH2:30][CH:19]3[CH2:20][NH:21][CH2:22][CH:18]3[CH2:17]2)=[N:4][C:5]([NH:8][C:9]2[CH:10]=[N:11][N:12]([CH3:14])[CH:13]=2)=[N:6][CH:7]=1. The yield is 0.402. (4) The reactants are [N:1]1([CH2:6][CH2:7][NH:8][C:9]2[N:14]=[C:13]([C:15]3[S:19][C:18]4[C:20]([C:24]5[CH:29]=[C:28]([Cl:30])[N:27]=[CH:26][C:25]=5[CH:31]([N:33](C)[C:34](=O)OC(C)(C)C)[CH3:32])=[CH:21][CH:22]=[CH:23][C:17]=4[CH:16]=3)[CH:12]=[CH:11][N:10]=2)[CH:5]=[CH:4][N:3]=[N:2]1.C(O)(C(F)(F)F)=O. The catalyst is C(Cl)Cl. The product is [N:1]1([CH2:6][CH2:7][NH:8][C:9]2[N:14]=[C:13]([C:15]3[S:19][C:18]4[C:20]([C:24]5[C:25]([CH:31]([NH:33][CH3:34])[CH3:32])=[CH:26][N:27]=[C:28]([Cl:30])[CH:29]=5)=[CH:21][CH:22]=[CH:23][C:17]=4[CH:16]=3)[CH:12]=[CH:11][N:10]=2)[CH:5]=[CH:4][N:3]=[N:2]1. The yield is 0.700.